From a dataset of NCI-60 drug combinations with 297,098 pairs across 59 cell lines. Regression. Given two drug SMILES strings and cell line genomic features, predict the synergy score measuring deviation from expected non-interaction effect. Drug 1: CC1=C(C(CCC1)(C)C)C=CC(=CC=CC(=CC(=O)O)C)C. Drug 2: CC1=C(N=C(N=C1N)C(CC(=O)N)NCC(C(=O)N)N)C(=O)NC(C(C2=CN=CN2)OC3C(C(C(C(O3)CO)O)O)OC4C(C(C(C(O4)CO)O)OC(=O)N)O)C(=O)NC(C)C(C(C)C(=O)NC(C(C)O)C(=O)NCCC5=NC(=CS5)C6=NC(=CS6)C(=O)NCCC[S+](C)C)O. Cell line: A549. Synergy scores: CSS=33.9, Synergy_ZIP=-5.42, Synergy_Bliss=2.67, Synergy_Loewe=-3.06, Synergy_HSA=6.52.